Dataset: Catalyst prediction with 721,799 reactions and 888 catalyst types from USPTO. Task: Predict which catalyst facilitates the given reaction. (1) Reactant: [OH:1][C:2]1[CH:3]=[C:4]([C:12]([O:14]C)=[O:13])[CH:5]=[C:6]([CH:11]=1)[C:7]([O:9]C)=[O:8].[OH-].[Li+]. Product: [OH:1][C:2]1[CH:3]=[C:4]([C:12]([OH:14])=[O:13])[CH:5]=[C:6]([CH:11]=1)[C:7]([OH:9])=[O:8]. The catalyst class is: 1. (2) Reactant: [Cl:1][C:2]1[CH:7]=[CH:6][CH:5]=[CH:4][C:3]=1[NH:8][CH:9]1[CH2:14][CH2:13][N:12]([C:15](=[O:39])[CH2:16][NH:17][C:18]([C:20]2[CH:24]=[C:23]([C:25]3[CH:30]=[CH:29][CH:28]=[CH:27][C:26]=3[O:31]CC3C=CC=CC=3)[O:22][N:21]=2)=[O:19])[CH2:11][CH2:10]1. Product: [Cl:1][C:2]1[CH:7]=[CH:6][CH:5]=[CH:4][C:3]=1[NH:8][CH:9]1[CH2:14][CH2:13][N:12]([C:15](=[O:39])[CH2:16][NH:17][C:18]([C:20]2[CH:24]=[C:23]([C:25]3[CH:30]=[CH:29][CH:28]=[CH:27][C:26]=3[OH:31])[O:22][N:21]=2)=[O:19])[CH2:11][CH2:10]1. The catalyst class is: 403. (3) Reactant: [CH:1]1[C:13]2[CH:12]([CH2:14][C:15]3[CH:20]=[CH:19][C:18]([CH2:21][CH:22]4[C:34]5[CH:33]=[CH:32][CH:31]=[CH:30][C:29]=5[C:28]5[C:23]4=[CH:24][CH:25]=[CH:26][CH:27]=5)=[CH:17][CH:16]=3)[C:11]3[C:6](=[CH:7][CH:8]=[CH:9][CH:10]=3)[C:5]=2[CH:4]=[CH:3][CH:2]=1.[CH2:35]=[O:36].[O-:37][CH2:38]C.[Na+].Cl. Product: [OH:36][CH2:35][C:12]1([CH2:14][C:15]2[CH:20]=[CH:19][C:18]([CH2:21][C:22]3([CH2:38][OH:37])[C:34]4[CH:33]=[CH:32][CH:31]=[CH:30][C:29]=4[C:28]4[C:23]3=[CH:24][CH:25]=[CH:26][CH:27]=4)=[CH:17][CH:16]=2)[C:13]2[CH:1]=[CH:2][CH:3]=[CH:4][C:5]=2[C:6]2[C:11]1=[CH:10][CH:9]=[CH:8][CH:7]=2. The catalyst class is: 145. (4) Reactant: [CH:1]1([N:6]2[C:14]3[CH:13]=[CH:12][NH:11][C:10](=[O:15])[C:9]=3[C:8]([C:16]3[CH:17]=[C:18]([CH2:22][C:23]#[N:24])[CH:19]=[CH:20][CH:21]=3)=[N:7]2)[CH2:5][CH2:4][CH2:3][CH2:2]1.C(=O)([O-])[O-:26].[K+].[K+].OO.O. Product: [CH:1]1([N:6]2[C:14]3[CH:13]=[CH:12][NH:11][C:10](=[O:15])[C:9]=3[C:8]([C:16]3[CH:17]=[C:18]([CH2:22][C:23]([NH2:24])=[O:26])[CH:19]=[CH:20][CH:21]=3)=[N:7]2)[CH2:5][CH2:4][CH2:3][CH2:2]1. The catalyst class is: 16. (5) Reactant: I[C:2]1[C:6]([CH2:7][N:8](C)[CH2:9][CH2:10][NH:11][C:12](=[O:18])[O:13][C:14]([CH3:17])([CH3:16])[CH3:15])=[CH:5][N:4]([CH:20]2[CH2:25][CH2:24][CH2:23][CH2:22][O:21]2)[N:3]=1.[C:26]([O:30][C:31]([N:33]1[C:41]2[C:36](=[CH:37][C:38](B(O)O)=[CH:39][CH:40]=2)[CH:35]=[N:34]1)=[O:32])([CH3:29])([CH3:28])[CH3:27].C(Cl)Cl.CC#N. Product: [C:14]([O:13][C:12]([NH:11][CH2:10][CH2:9][NH:8][CH2:7][C:6]1[C:2]([C:38]2[CH:37]=[C:36]3[C:41](=[CH:40][CH:39]=2)[N:33]([C:31]([O:30][C:26]([CH3:29])([CH3:28])[CH3:27])=[O:32])[N:34]=[CH:35]3)=[N:3][N:4]([CH:20]2[CH2:25][CH2:24][CH2:23][CH2:22][O:21]2)[CH:5]=1)=[O:18])([CH3:15])([CH3:16])[CH3:17]. The catalyst class is: 622. (6) Reactant: [Cl:1][C:2]1[CH:29]=[CH:28][CH:27]=[C:26]([Cl:30])[C:3]=1[NH:4][C:5]1[CH:17]=[C:16]([CH2:18][CH2:19][C:20]2[CH:25]=[CH:24][CH:23]=[CH:22][CH:21]=2)[CH:15]=[CH:14][C:6]=1[C:7]([O:9]C(C)(C)C)=[O:8]. Product: [Cl:1][C:2]1[CH:29]=[CH:28][CH:27]=[C:26]([Cl:30])[C:3]=1[NH:4][C:5]1[CH:17]=[C:16]([CH2:18][CH2:19][C:20]2[CH:25]=[CH:24][CH:23]=[CH:22][CH:21]=2)[CH:15]=[CH:14][C:6]=1[C:7]([OH:9])=[O:8]. The catalyst class is: 55. (7) Reactant: [ClH:1].C(OC(=O)[NH:8][C@H:9]1[CH2:14][CH2:13][C@@H:12]([C:15](=[O:20])[NH:16][CH:17]([CH3:19])[CH3:18])[CH2:11][CH2:10]1)(C)(C)C. Product: [ClH:1].[NH2:8][C@@H:9]1[CH2:10][CH2:11][C@H:12]([C:15]([NH:16][CH:17]([CH3:19])[CH3:18])=[O:20])[CH2:13][CH2:14]1. The catalyst class is: 5. (8) Reactant: [NH:1]1[C:9]2[C:4](=[C:5]([C:10]3[N:11]=[C:12]([N:35]4[CH2:40][CH2:39][O:38][CH2:37][CH2:36]4)[C:13]4[S:18][C:17]([C:19]([NH:21][CH2:22][CH2:23][C:24]5[CH:29]=[CH:28][C:27]([NH:30][C:31](=[O:34])[CH2:32][CH3:33])=[CH:26][CH:25]=5)=[O:20])=[CH:16][C:14]=4[N:15]=3)[CH:6]=[CH:7][CH:8]=2)[CH:3]=[N:2]1. Product: [C:31]([NH:30][C:27]1[CH:26]=[CH:25][C:24]([CH2:23][CH2:22][NH:21][C:19]([C:17]2[S:18][C:13]3[C:12]([N:35]4[CH2:40][CH2:39][O:38][CH2:37][CH2:36]4)=[N:11][C:10]([C:5]4[CH:6]=[CH:7][CH:8]=[C:9]5[C:4]=4[CH:3]=[N:2][NH:1]5)=[N:15][C:14]=3[CH:16]=2)=[O:20])=[CH:29][CH:28]=1)(=[O:34])[CH:32]=[CH2:33]. The catalyst class is: 45. (9) Reactant: C([O-])(O)=O.[Na+].[CH3:6][N:7]([CH3:22])[C:8]1[CH:17]=[CH:16][CH:15]=[C:14]2[C:9]=1[CH:10]=[CH:11][CH:12]=[C:13]2[S:18](Cl)(=[O:20])=[O:19].[NH2:23][CH2:24][CH2:25][CH2:26][CH2:27][CH2:28][CH2:29][CH2:30][CH2:31][CH2:32][C:33]([OH:35])=[O:34].C(N(CC)CC)C. Product: [CH3:6][N:7]([CH3:22])[C:8]1[CH:17]=[CH:16][CH:15]=[C:14]2[C:9]=1[CH:10]=[CH:11][CH:12]=[C:13]2[S:18]([NH:23][CH2:24][CH2:25][CH2:26][CH2:27][CH2:28][CH2:29][CH2:30][CH2:31][CH2:32][C:33]([OH:35])=[O:34])(=[O:20])=[O:19]. The catalyst class is: 95.